This data is from Reaction yield outcomes from USPTO patents with 853,638 reactions. The task is: Predict the reaction yield, written as a fraction of the theoretical maximum amount of product (1.0 means a 100% yield; for example, 0.34 means a 34% yield). The reactants are [Li+].[OH-].[CH3:3][N:4]([CH3:43])[C:5](=[O:42])[CH2:6][C@@H:7]([C:38]([O:40]C)=[O:39])[NH:8][C:9]([C:11]1[CH:16]=[CH:15][C:14]([C:17]2[CH:22]=[CH:21][C:20]([O:23][CH3:24])=[CH:19][CH:18]=2)=[CH:13][C:12]=1[NH:25][C:26]([NH:28][C:29]1[C:34]([CH3:35])=[CH:33][C:32]([CH3:36])=[CH:31][C:30]=1[CH3:37])=[O:27])=[O:10]. The catalyst is O.C1COCC1.CO. The product is [CH3:43][N:4]([CH3:3])[C:5](=[O:42])[CH2:6][C@@H:7]([C:38]([OH:40])=[O:39])[NH:8][C:9]([C:11]1[CH:16]=[CH:15][C:14]([C:17]2[CH:22]=[CH:21][C:20]([O:23][CH3:24])=[CH:19][CH:18]=2)=[CH:13][C:12]=1[NH:25][C:26]([NH:28][C:29]1[C:30]([CH3:37])=[CH:31][C:32]([CH3:36])=[CH:33][C:34]=1[CH3:35])=[O:27])=[O:10]. The yield is 0.460.